Dataset: Forward reaction prediction with 1.9M reactions from USPTO patents (1976-2016). Task: Predict the product of the given reaction. (1) Given the reactants Cl[C:2]1[C:15]2[C:14](=[O:16])[C:13]3[C:8](=[C:9](Cl)[CH:10]=[CH:11][CH:12]=3)[C:7](=[O:18])[C:6]=2[CH:5]=[CH:4][CH:3]=1.[NH2:19][CH2:20][CH2:21][CH2:22][OH:23].[OH2:24], predict the reaction product. The product is: [OH:23][CH2:22][CH2:21][CH2:20][NH:19][C:2]1[C:15]2[C:14](=[O:16])[C:13]3[C:8](=[C:9]([NH:19][CH2:20][CH2:21][CH2:22][OH:24])[CH:10]=[CH:11][CH:12]=3)[C:7](=[O:18])[C:6]=2[CH:5]=[CH:4][CH:3]=1. (2) Given the reactants O[Li].O.C(OC(N(C)[C@@H](C)C(N[C@H]1C2(CCOCC2)OC2C=CC=CC=2N(C[C:33]2[C:42]([O:43][CH3:44])=[CH:41][CH:40]=[C:39]3[C:34]=2[CH:35]=[CH:36][C:37]([C:45]([O:47]C)=[O:46])=[CH:38]3)C1=O)=O)=O)(C)(C)C.Cl, predict the reaction product. The product is: [CH3:44][O:43][C:42]1[CH:33]=[C:34]2[C:39](=[CH:40][CH:41]=1)[CH:38]=[C:37]([C:45]([OH:47])=[O:46])[CH:36]=[CH:35]2. (3) Given the reactants [Na].Cl[C:3]1[CH:8]=[CH:7][C:6]([N+:9]([O-:11])=[O:10])=[CH:5][C:4]=1[C:12]([F:15])([F:14])[F:13].[CH3:16][OH:17], predict the reaction product. The product is: [CH3:16][O:17][C:3]1[CH:8]=[CH:7][C:6]([N+:9]([O-:11])=[O:10])=[CH:5][C:4]=1[C:12]([F:15])([F:14])[F:13]. (4) Given the reactants [CH3:1][S:2]([N:5]1[CH2:10][CH2:9][N:8]([C@@H:11]2[CH2:15][N:14]([C:16]([O:18][CH2:19][C:20]3[CH:25]=[CH:24][CH:23]=[CH:22][CH:21]=3)=[O:17])[C@H:13]([C:26]([O:28]C)=[O:27])[CH2:12]2)[CH2:7][CH2:6]1)(=[O:4])=[O:3].[OH-].[Li+].Cl, predict the reaction product. The product is: [CH2:19]([O:18][C:16]([N:14]1[CH2:15][C@@H:11]([N:8]2[CH2:9][CH2:10][N:5]([S:2]([CH3:1])(=[O:4])=[O:3])[CH2:6][CH2:7]2)[CH2:12][C@H:13]1[C:26]([OH:28])=[O:27])=[O:17])[C:20]1[CH:21]=[CH:22][CH:23]=[CH:24][CH:25]=1. (5) Given the reactants [I:1][C:2]1[NH:6][C:5]([C:7]([OH:9])=O)=[N:4][C:3]=1[CH3:10].[CH3:11][N:12](C(ON1N=NC2C=CC=CC1=2)=[N+](C)C)[CH3:13].F[P-](F)(F)(F)(F)F.Cl.CNC.C(N(CC)CC)C, predict the reaction product. The product is: [I:1][C:2]1[NH:6][C:5]([C:7]([N:12]([CH3:13])[CH3:11])=[O:9])=[N:4][C:3]=1[CH3:10]. (6) The product is: [Br:19][CH2:14][C:12]1[C:11]([CH3:16])=[N:10][N:9]([C:3]2[CH:4]=[CH:5][C:6]([F:8])=[CH:7][C:2]=2[F:1])[N:13]=1. Given the reactants [F:1][C:2]1[CH:7]=[C:6]([F:8])[CH:5]=[CH:4][C:3]=1[N:9]1[N:13]=[C:12]([CH2:14]O)[C:11]([CH3:16])=[N:10]1.[OH-].[Na+].[BrH:19], predict the reaction product. (7) Given the reactants [NH2:1][C:2]1[N:7]=[C:6]([N:8]2[CH2:13][CH2:12][CH2:11][C@H:10]([C:14]([NH:16][C:17]3[CH:22]=[CH:21][C:20]([F:23])=[CH:19][CH:18]=3)=[O:15])[CH2:9]2)[CH:5]=[C:4]([C:24]2[CH:29]=[CH:28][C:27]([C:30]#[N:31])=[C:26](F)[CH:25]=2)[N:3]=1.CCN(C(C)C)C(C)C.[NH2:42][NH2:43], predict the reaction product. The product is: [NH2:1][C:2]1[N:7]=[C:6]([N:8]2[CH2:13][CH2:12][CH2:11][C@H:10]([C:14]([NH:16][C:17]3[CH:18]=[CH:19][C:20]([F:23])=[CH:21][CH:22]=3)=[O:15])[CH2:9]2)[CH:5]=[C:4]([C:24]2[CH:29]=[C:28]3[C:27]([C:30]([NH2:31])=[N:42][NH:43]3)=[CH:26][CH:25]=2)[N:3]=1.